This data is from Catalyst prediction with 721,799 reactions and 888 catalyst types from USPTO. The task is: Predict which catalyst facilitates the given reaction. (1) The catalyst class is: 10. Reactant: [N+:1]([C:4]1[CH:9]=[C:8]([NH2:10])[CH:7]=[CH:6][C:5]=1[NH2:11])([O-:3])=[O:2].CN(C)C1C=CC=CC=1.[CH:21]([C:24]1[CH:29]=[CH:28][C:27]([S:30](Cl)(=[O:32])=[O:31])=[CH:26][CH:25]=1)([CH3:23])[CH3:22]. Product: [NH2:11][C:5]1[CH:6]=[CH:7][C:8]([NH:10][S:30]([C:27]2[CH:28]=[CH:29][C:24]([CH:21]([CH3:23])[CH3:22])=[CH:25][CH:26]=2)(=[O:32])=[O:31])=[CH:9][C:4]=1[N+:1]([O-:3])=[O:2]. (2) Reactant: [CH3:1][S:2](Cl)(=[O:4])=[O:3].[OH-].[Na+].[NH2:8][C@H:9]([C:14]([OH:16])=[O:15])[C:10]([CH3:13])([CH3:12])[CH3:11].Cl. Product: [CH3:1][S:2]([NH:8][C@@H:9]([C:10]([CH3:13])([CH3:12])[CH3:11])[C:14]([OH:16])=[O:15])(=[O:4])=[O:3]. The catalyst class is: 20.